Dataset: Catalyst prediction with 721,799 reactions and 888 catalyst types from USPTO. Task: Predict which catalyst facilitates the given reaction. (1) Reactant: [OH-].[Na+].C(O)C.[I:6][C:7]1[CH:8]=[C:9]2[C:14](=[CH:15][CH:16]=1)[NH:13][CH:12]=[C:11]([C:17]([O:19]CC)=[O:18])[C:10]2=[O:22].Cl. Product: [I:6][C:7]1[CH:8]=[C:9]2[C:14](=[CH:15][CH:16]=1)[NH:13][CH:12]=[C:11]([C:17]([OH:19])=[O:18])[C:10]2=[O:22]. The catalyst class is: 6. (2) Reactant: [CH3:1][NH2:2].[CH3:3][N:4]1[CH:8]=[C:7]([C:9]([NH:11][CH:12]([CH:18]([C:23]2[CH:28]=[CH:27][CH:26]=[CH:25][CH:24]=2)[CH2:19][N+:20]([O-:22])=[O:21])[C:13]([O:15]CC)=O)=[O:10])[C:6]([C:29]([F:32])([F:31])[F:30])=[N:5]1. Product: [CH3:3][N:4]1[CH:8]=[C:7]([C:9]([NH:11][CH:12]([C:13]([NH:2][CH3:1])=[O:15])[CH:18]([C:23]2[CH:28]=[CH:27][CH:26]=[CH:25][CH:24]=2)[CH2:19][N+:20]([O-:22])=[O:21])=[O:10])[C:6]([C:29]([F:31])([F:30])[F:32])=[N:5]1. The catalyst class is: 5. (3) Product: [C:17]([C:16]1[CH:15]=[CH:14][C:13]([S:10]([N:9]([CH2:8][C:7]2[CH:6]=[CH:5][C:4]([O:3][C:2]([F:38])([F:39])[F:1])=[CH:37][CH:36]=2)[C:22]2[N:23]=[CH:24][C:25]3[C:30]([C:31]=2[C:32]([F:35])([F:34])[F:33])=[CH:29][CH:28]=[CH:27][CH:26]=3)(=[O:12])=[O:11])=[CH:21][CH:20]=1)#[N:19]. Reactant: [F:1][C:2]([F:39])([F:38])[O:3][C:4]1[CH:37]=[CH:36][C:7]([CH2:8][N:9]([C:22]2[N:23]=[CH:24][C:25]3[C:30]([C:31]=2[C:32]([F:35])([F:34])[F:33])=[CH:29][CH:28]=[CH:27][CH:26]=3)[S:10]([C:13]2[CH:21]=[CH:20][C:16]([C:17]([NH2:19])=O)=[CH:15][CH:14]=2)(=[O:12])=[O:11])=[CH:6][CH:5]=1.C(N(CC)CC)C.FC(F)(F)C(OC(=O)C(F)(F)F)=O.O. The catalyst class is: 2. (4) Reactant: CCN(C(C)C)C(C)C.[C:10]([NH2:14])([CH3:13])([CH3:12])[CH3:11].CN(C(ON1N=NC2C=CC=CC1=2)=[N+](C)C)C.[B-](F)(F)(F)F.[NH2:37][C:38]1[C:46]2[C:45]([C:47]3[CH:52]=[CH:51][CH:50]=[C:49]([NH2:53])[CH:48]=3)=[N:44][C:43]([C:54]3[CH:59]=[CH:58][CH:57]=[CH:56][CH:55]=3)=[N:42][C:41]=2[S:40][C:39]=1[C:60](O)=[O:61]. Product: [C:10]([NH:14][C:60]([C:39]1[S:40][C:41]2[N:42]=[C:43]([C:54]3[CH:59]=[CH:58][CH:57]=[CH:56][CH:55]=3)[N:44]=[C:45]([C:47]3[CH:52]=[CH:51][CH:50]=[C:49]([NH2:53])[CH:48]=3)[C:46]=2[C:38]=1[NH2:37])=[O:61])([CH3:13])([CH3:12])[CH3:11]. The catalyst class is: 59. (5) Reactant: C(O[C:5](=[O:7])[CH3:6])(=O)C.[CH:8]([C:11]1[CH:17]=[CH:16][C:14]([NH2:15])=[CH:13][CH:12]=1)([CH3:10])[CH3:9]. Product: [C:5]([NH:15][C:14]1[CH:16]=[CH:17][C:11]([CH:8]([CH3:10])[CH3:9])=[CH:12][CH:13]=1)(=[O:7])[CH3:6]. The catalyst class is: 22. (6) The catalyst class is: 27. Product: [O:9]1[CH2:14][CH2:13][CH2:12][CH2:11][CH:10]1[O:8][CH:5]1[CH2:6][CH2:7][C:2](=[O:1])[CH2:3][CH2:4]1. Reactant: [OH:1][CH:2]1[CH2:7][CH2:6][C:5](=[O:8])[CH2:4][CH2:3]1.[O:9]1[CH:14]=[CH:13][CH2:12][CH2:11][CH2:10]1.C1(C)C=CC(S(O)(=O)=O)=CC=1. (7) The catalyst class is: 1. Product: [F:31][C:27]1([F:30])[CH2:28][CH2:29][CH:25]([C:22]2([C:17]3[N:16]=[C:15]4[S:14][C:13]([C:10]5[CH:11]=[CH:12][C:7]([CH:2]=[O:1])=[CH:8][C:9]=5[F:32])=[N:21][C:20]4=[CH:19][CH:18]=3)[CH2:23][CH2:24]2)[CH2:26]1. Reactant: [O:1]1CCCO[CH:2]1[C:7]1[CH:12]=[CH:11][C:10]([C:13]2[S:14][C:15]3[C:20]([N:21]=2)=[CH:19][CH:18]=[C:17]([C:22]2([CH:25]4[CH2:29][CH2:28][C:27]([F:31])([F:30])[CH2:26]4)[CH2:24][CH2:23]2)[N:16]=3)=[C:9]([F:32])[CH:8]=1.Cl.